Dataset: Forward reaction prediction with 1.9M reactions from USPTO patents (1976-2016). Task: Predict the product of the given reaction. (1) The product is: [CH3:21][O:22][C:9](=[O:11])[C:10]1[C:6]([CH3:7])=[CH:5][CH:4]=[CH:3][C:2]=1[Cl:1]. Given the reactants [Cl:1][C:2]1[CH:3]=[CH:4][CH:5]=[C:6]2[C:10]=1[C:9](=[O:11])N(C1C=C(C=CC=1)C(O)=O)[CH2:7]2.[CH3:21][O:22]C(=O)C1C=CC=C(N2CC3C(=C(Cl)C=CC=3)C2=O)C=1.O[Li].O, predict the reaction product. (2) Given the reactants [Br:1][C:2]1[CH:7]=[CH:6][C:5]([NH:8][C:9]2[C:10]([C:20]([OH:22])=O)=[CH:11][C:12]3[N:16]([CH3:17])[CH:15]=[N:14][C:13]=3[C:18]=2[F:19])=[C:4]([Cl:23])[CH:3]=1.[CH:24]([O:26][CH2:27][CH2:28][O:29][NH2:30])=[CH2:25].C1C=CC2N(O)N=NC=2C=1.C(N(CC)CC)C.CCN=C=NCCCN(C)C.Cl, predict the reaction product. The product is: [CH:24]([O:26][CH2:27][CH2:28][O:29][NH:30][C:20]([C:10]1[C:9]([NH:8][C:5]2[CH:6]=[CH:7][C:2]([Br:1])=[CH:3][C:4]=2[Cl:23])=[C:18]([F:19])[C:13]2[N:14]=[CH:15][N:16]([CH3:17])[C:12]=2[CH:11]=1)=[O:22])=[CH2:25]. (3) Given the reactants [CH:1]1[C:10]2[C:5](=[CH:6][CH:7]=[CH:8][CH:9]=2)[CH:4]=[CH:3][C:2]=1[S:11](Cl)(=[O:13])=[O:12].Cl.Cl.[NH2:17][CH:18]([CH2:24][NH:25][C:26]([CH:28]1[CH2:33][CH2:32][N:31]([C:34]2[CH:39]=[CH:38][N:37]=[CH:36][CH:35]=2)[CH2:30][CH2:29]1)=[O:27])[C:19]([O:21][CH2:22][CH3:23])=[O:20], predict the reaction product. The product is: [CH:1]1[C:10]2[C:5](=[CH:6][CH:7]=[CH:8][CH:9]=2)[CH:4]=[CH:3][C:2]=1[S:11]([NH:17][CH:18]([CH2:24][NH:25][C:26]([CH:28]1[CH2:29][CH2:30][N:31]([C:34]2[CH:39]=[CH:38][N:37]=[CH:36][CH:35]=2)[CH2:32][CH2:33]1)=[O:27])[C:19]([O:21][CH2:22][CH3:23])=[O:20])(=[O:13])=[O:12]. (4) Given the reactants [OH:1][CH2:2][C@@H:3]([NH:14][C:15]([O:17][CH2:18][C:19]1[CH:24]=[CH:23][CH:22]=[CH:21][CH:20]=1)=[O:16])[CH2:4][N:5]1[CH2:13][CH2:12][CH2:11][C@H:6]1[C:7]([O:9][CH3:10])=[O:8].C(N(CC)CC)C.[CH3:32][S:33](Cl)(=[O:35])=[O:34], predict the reaction product. The product is: [CH3:32][S:33]([O:1][CH2:2][C@@H:3]([NH:14][C:15]([O:17][CH2:18][C:19]1[CH:20]=[CH:21][CH:22]=[CH:23][CH:24]=1)=[O:16])[CH2:4][N:5]1[CH2:13][CH2:12][CH2:11][C@H:6]1[C:7]([O:9][CH3:10])=[O:8])(=[O:35])=[O:34]. (5) Given the reactants [CH3:1][C:2]([CH3:5])([O-])[CH3:3].[Na+].[C:7]([O:14][CH2:15][CH3:16])(=[O:13])[C:8](OCC)=O.[C:17]([O-])(=O)[CH3:18].[K+].[ClH:22].C(O)(=O)C(O)=O.[C:29]([NH:33][NH2:34])(C)([CH3:31])[CH3:30], predict the reaction product. The product is: [C:2]([N:33]1[C:29]([CH2:31][CH2:17][CH2:18][Cl:22])=[CH:30][C:8]([C:7]([O:14][CH2:15][CH3:16])=[O:13])=[N:34]1)([CH3:5])([CH3:3])[CH3:1].